Predict the reactants needed to synthesize the given product. From a dataset of Full USPTO retrosynthesis dataset with 1.9M reactions from patents (1976-2016). (1) Given the product [Br:1][C:2]1[CH:3]=[CH:4][C:5]([CH:8]([CH:19]2[CH2:23][CH2:22][CH2:21][CH2:20]2)[CH2:9][C:10]([C:12]2[CH:13]=[CH:14][C:15](=[O:18])[N:16]([CH3:26])[CH:17]=2)=[O:11])=[CH:6][CH:7]=1, predict the reactants needed to synthesize it. The reactants are: [Br:1][C:2]1[CH:7]=[CH:6][C:5]([CH:8]([CH:19]2[CH2:23][CH2:22][CH2:21][CH2:20]2)[CH2:9][C:10]([C:12]2[CH:13]=[CH:14][C:15](=[O:18])[NH:16][CH:17]=2)=[O:11])=[CH:4][CH:3]=1.IC.[C:26](=O)([O-])[O-].[K+].[K+]. (2) Given the product [CH:9]1([C:14]([N:16]=[C:17]=[S:18])=[O:15])[CH2:13][CH2:12][CH2:11][CH2:10]1.[CH:9]1([C:14]([NH:16][C:17]([NH:38][C:37]2[CH:39]=[CH:40][C:34]([O:33][C:24]3[C:23]4[C:28](=[CH:29][C:30]([O:31][CH3:32])=[C:21]([O:20][CH3:19])[CH:22]=4)[N:27]=[CH:26][CH:1]=3)=[CH:35][CH:36]=2)=[S:18])=[O:15])[CH2:13][CH2:12][CH2:11][CH2:10]1, predict the reactants needed to synthesize it. The reactants are: [CH:1]1(C(Cl)=O)CCCC1.[CH:9]1([C:14]([N:16]=[C:17]=[S:18])=[O:15])[CH2:13][CH2:12][CH2:11][CH2:10]1.[CH3:19][O:20][C:21]1[CH:22]=[C:23]2[C:28](=[CH:29][C:30]=1[O:31][CH3:32])[N:27]=[CH:26]N=[C:24]2[O:33][C:34]1[CH:40]=[CH:39][C:37]([NH2:38])=[CH:36][CH:35]=1.C1(C)C=CC=CC=1. (3) Given the product [CH2:1]([O:3][P:4]([CH2:9][C:10]1[CH:15]=[CH:14][C:13]([NH:16][C:17]2[N:22]=[C:21]([NH:23][C:24]3[CH:32]=[CH:31][C:30]([C:44]4[CH:52]=[CH:51][C:47]([C:48]([OH:50])=[O:49])=[CH:46][CH:45]=4)=[C:29]4[C:25]=3[C:26](=[O:35])[N:27]([CH3:34])[CH2:28]4)[C:20]([C:36]([F:39])([F:37])[F:38])=[CH:19][N:18]=2)=[C:12]([O:40][CH3:41])[CH:11]=1)([O:5][CH2:6][CH3:7])=[O:8])[CH3:2], predict the reactants needed to synthesize it. The reactants are: [CH2:1]([O:3][P:4]([CH2:9][C:10]1[CH:15]=[CH:14][C:13]([NH:16][C:17]2[N:22]=[C:21]([NH:23][C:24]3[CH:32]=[CH:31][C:30](Br)=[C:29]4[C:25]=3[C:26](=[O:35])[N:27]([CH3:34])[CH2:28]4)[C:20]([C:36]([F:39])([F:38])[F:37])=[CH:19][N:18]=2)=[C:12]([O:40][CH3:41])[CH:11]=1)(=[O:8])[O:5][CH2:6][CH3:7])[CH3:2].OB(O)[C:44]1[CH:52]=[CH:51][C:47]([C:48]([OH:50])=[O:49])=[CH:46][CH:45]=1.C(=O)([O-])[O-].[K+].[K+].ClCCl. (4) Given the product [C:2]([C:4]1([NH:7][C:8]([C@@H:10]2[CH2:14][C@@H:13]([S:15]([C:18]3[CH:23]=[CH:22][CH:21]=[CH:20][C:19]=3[Cl:24])(=[O:17])=[O:16])[CH2:12][N:11]2[CH2:25][CH3:26])=[O:9])[CH2:6][CH2:5]1)#[N:3], predict the reactants needed to synthesize it. The reactants are: Cl.[C:2]([C:4]1([NH:7][C:8]([C@@H:10]2[CH2:14][C@@H:13]([S:15]([C:18]3[CH:23]=[CH:22][CH:21]=[CH:20][C:19]=3[Cl:24])(=[O:17])=[O:16])[CH2:12][NH:11]2)=[O:9])[CH2:6][CH2:5]1)#[N:3].[CH:25](=O)[CH3:26]. (5) Given the product [CH3:27][O:28][C:29](=[O:36])[C@H:30]([CH2:32][CH2:33][S:34][CH3:35])[NH:31][C:13](=[O:14])[C:12]1[CH:17]=[CH:18][C:9]([O:8][CH2:7][CH2:6][N:1]2[CH:5]=[CH:4][N:3]=[CH:2]2)=[CH:10][C:11]=1[C:19]1[CH:20]=[CH:21][CH:22]=[CH:23][CH:24]=1, predict the reactants needed to synthesize it. The reactants are: [N:1]1([CH2:6][CH2:7][O:8][C:9]2[CH:18]=[CH:17][C:12]([C:13](OC)=[O:14])=[C:11]([C:19]3[CH:24]=[CH:23][CH:22]=[CH:21][CH:20]=3)[CH:10]=2)[CH:5]=[CH:4][N:3]=[CH:2]1.[OH-].[Na+].[CH3:27][O:28][C:29](=[O:36])[C@H:30]([CH2:32][CH2:33][S:34][CH3:35])[NH2:31].CCN=C=NCCCN(C)C.C1C=CC2N(O)N=NC=2C=1. (6) Given the product [C:23]([C:20]1[CH:19]=[CH:18][CH:17]=[C:16]2[C:21]=1[CH2:22][CH:4]1[CH:5]2[NH:6][C:7](=[O:8])/[C:3]/1=[CH:2]\[OH:1])#[CH:24], predict the reactants needed to synthesize it. The reactants are: [OH:1]/[CH:2]=[C:3]1/[CH:4]2[CH2:22][C:21]3[C:16](=[CH:17][CH:18]=[CH:19][C:20]=3[C:23]#[C:24][Si](C)(C)C)[CH:5]2[N:6](C(OC(C)(C)C)=O)[C:7]/1=[O:8].O/C=C1/C2CC3C(=CC=CC=3C#C[Si](C)(C)C)C2NC/1=O.FC(F)(F)C(O)=O.[Na].